Regression. Given two drug SMILES strings and cell line genomic features, predict the synergy score measuring deviation from expected non-interaction effect. From a dataset of NCI-60 drug combinations with 297,098 pairs across 59 cell lines. (1) Drug 1: CCC1=C2CN3C(=CC4=C(C3=O)COC(=O)C4(CC)O)C2=NC5=C1C=C(C=C5)O. Drug 2: CNC(=O)C1=NC=CC(=C1)OC2=CC=C(C=C2)NC(=O)NC3=CC(=C(C=C3)Cl)C(F)(F)F. Cell line: SR. Synergy scores: CSS=50.5, Synergy_ZIP=-1.36, Synergy_Bliss=-1.84, Synergy_Loewe=-3.91, Synergy_HSA=-0.524. (2) Drug 1: CC1C(C(CC(O1)OC2CC(CC3=C2C(=C4C(=C3O)C(=O)C5=C(C4=O)C(=CC=C5)OC)O)(C(=O)C)O)N)O.Cl. Drug 2: C#CCC(CC1=CN=C2C(=N1)C(=NC(=N2)N)N)C3=CC=C(C=C3)C(=O)NC(CCC(=O)O)C(=O)O. Cell line: SF-295. Synergy scores: CSS=22.1, Synergy_ZIP=-6.59, Synergy_Bliss=-4.16, Synergy_Loewe=-2.73, Synergy_HSA=-2.30. (3) Drug 1: CNC(=O)C1=CC=CC=C1SC2=CC3=C(C=C2)C(=NN3)C=CC4=CC=CC=N4. Drug 2: CC1=C(C=C(C=C1)NC2=NC=CC(=N2)N(C)C3=CC4=NN(C(=C4C=C3)C)C)S(=O)(=O)N.Cl. Cell line: A498. Synergy scores: CSS=3.45, Synergy_ZIP=-0.245, Synergy_Bliss=2.28, Synergy_Loewe=-7.66, Synergy_HSA=-1.02. (4) Drug 1: C1=C(C(=O)NC(=O)N1)N(CCCl)CCCl. Drug 2: CC1=C(C=C(C=C1)NC(=O)C2=CC=C(C=C2)CN3CCN(CC3)C)NC4=NC=CC(=N4)C5=CN=CC=C5. Cell line: NCIH23. Synergy scores: CSS=28.9, Synergy_ZIP=-1.48, Synergy_Bliss=0.304, Synergy_Loewe=0.828, Synergy_HSA=0.939. (5) Drug 1: COC1=C(C=C2C(=C1)N=CN=C2NC3=CC(=C(C=C3)F)Cl)OCCCN4CCOCC4. Drug 2: CC1=C(C=C(C=C1)NC(=O)C2=CC=C(C=C2)CN3CCN(CC3)C)NC4=NC=CC(=N4)C5=CN=CC=C5. Cell line: MALME-3M. Synergy scores: CSS=19.6, Synergy_ZIP=2.69, Synergy_Bliss=5.37, Synergy_Loewe=-11.5, Synergy_HSA=3.55. (6) Drug 1: CC=C1C(=O)NC(C(=O)OC2CC(=O)NC(C(=O)NC(CSSCCC=C2)C(=O)N1)C(C)C)C(C)C. Drug 2: C1CN(P(=O)(OC1)NCCCl)CCCl. Cell line: SN12C. Synergy scores: CSS=4.14, Synergy_ZIP=5.47, Synergy_Bliss=1.34, Synergy_Loewe=-52.8, Synergy_HSA=-2.09. (7) Drug 1: CC1CCC2CC(C(=CC=CC=CC(CC(C(=O)C(C(C(=CC(C(=O)CC(OC(=O)C3CCCCN3C(=O)C(=O)C1(O2)O)C(C)CC4CCC(C(C4)OC)OCCO)C)C)O)OC)C)C)C)OC. Drug 2: C#CCC(CC1=CN=C2C(=N1)C(=NC(=N2)N)N)C3=CC=C(C=C3)C(=O)NC(CCC(=O)O)C(=O)O. Cell line: SK-OV-3. Synergy scores: CSS=28.3, Synergy_ZIP=-0.351, Synergy_Bliss=-2.36, Synergy_Loewe=-9.38, Synergy_HSA=-2.72. (8) Drug 1: CC1=C2C(C(=O)C3(C(CC4C(C3C(C(C2(C)C)(CC1OC(=O)C(C(C5=CC=CC=C5)NC(=O)OC(C)(C)C)O)O)OC(=O)C6=CC=CC=C6)(CO4)OC(=O)C)O)C)O. Drug 2: COCCOC1=C(C=C2C(=C1)C(=NC=N2)NC3=CC=CC(=C3)C#C)OCCOC.Cl. Cell line: A498. Synergy scores: CSS=20.7, Synergy_ZIP=-3.69, Synergy_Bliss=-3.05, Synergy_Loewe=0.293, Synergy_HSA=1.08. (9) Drug 1: C1=CC(=CC=C1CC(C(=O)O)N)N(CCCl)CCCl.Cl. Drug 2: COCCOC1=C(C=C2C(=C1)C(=NC=N2)NC3=CC=CC(=C3)C#C)OCCOC.Cl. Cell line: NCI-H226. Synergy scores: CSS=12.7, Synergy_ZIP=-0.576, Synergy_Bliss=6.14, Synergy_Loewe=2.02, Synergy_HSA=5.04.